This data is from Merck oncology drug combination screen with 23,052 pairs across 39 cell lines. The task is: Regression. Given two drug SMILES strings and cell line genomic features, predict the synergy score measuring deviation from expected non-interaction effect. (1) Drug 1: Cc1nc(Nc2ncc(C(=O)Nc3c(C)cccc3Cl)s2)cc(N2CCN(CCO)CC2)n1. Drug 2: NC1CCCCC1N.O=C(O)C(=O)O.[Pt+2]. Cell line: OVCAR3. Synergy scores: synergy=49.5. (2) Drug 1: CC1CC2C3CCC4=CC(=O)C=CC4(C)C3(F)C(O)CC2(C)C1(O)C(=O)CO. Drug 2: N#Cc1ccc(Cn2cncc2CN2CCN(c3cccc(Cl)c3)C(=O)C2)cc1. Cell line: PA1. Synergy scores: synergy=9.20. (3) Drug 1: Cc1nc(Nc2ncc(C(=O)Nc3c(C)cccc3Cl)s2)cc(N2CCN(CCO)CC2)n1. Drug 2: CCC1(O)C(=O)OCc2c1cc1n(c2=O)Cc2cc3c(CN(C)C)c(O)ccc3nc2-1. Cell line: A2058. Synergy scores: synergy=6.48. (4) Drug 1: C#Cc1cccc(Nc2ncnc3cc(OCCOC)c(OCCOC)cc23)c1. Drug 2: CNC(=O)c1cc(Oc2ccc(NC(=O)Nc3ccc(Cl)c(C(F)(F)F)c3)cc2)ccn1. Cell line: CAOV3. Synergy scores: synergy=2.48. (5) Drug 1: C#Cc1cccc(Nc2ncnc3cc(OCCOC)c(OCCOC)cc23)c1. Drug 2: COC1CC2CCC(C)C(O)(O2)C(=O)C(=O)N2CCCCC2C(=O)OC(C(C)CC2CCC(OP(C)(C)=O)C(OC)C2)CC(=O)C(C)C=C(C)C(O)C(OC)C(=O)C(C)CC(C)C=CC=CC=C1C. Cell line: HT29. Synergy scores: synergy=31.6.